From a dataset of Forward reaction prediction with 1.9M reactions from USPTO patents (1976-2016). Predict the product of the given reaction. (1) Given the reactants Br[C:2]1[C:3]([O:10][C@@H:11]2[CH2:16][CH2:15][C@@H:14]([CH3:17])[N:13]([C:18]([C:20]3[CH:25]=[CH:24][CH:23]=[CH:22][C:21]=3[N:26]3[N:30]=[CH:29][CH:28]=[N:27]3)=[O:19])[CH2:12]2)=[N:4][CH:5]=[CH:6][C:7]=1[O:8][CH3:9].[CH:31]([B-](F)(F)F)=[CH2:32].[K+].C(=O)([O-])[O-].[Cs+].[Cs+].ClCCl, predict the reaction product. The product is: [CH:31]([C:2]1[C:3]([O:10][C@@H:11]2[CH2:16][CH2:15][C@@H:14]([CH3:17])[N:13]([C:18]([C:20]3[CH:25]=[CH:24][CH:23]=[CH:22][C:21]=3[N:26]3[N:30]=[CH:29][CH:28]=[N:27]3)=[O:19])[CH2:12]2)=[N:4][CH:5]=[CH:6][C:7]=1[O:8][CH3:9])=[CH2:32]. (2) Given the reactants [CH2:1]([O:3][C:4](=[O:16])/[CH:5]=[CH:6]/[C:7]1[CH:12]=[CH:11][N:10]=[C:9]([CH:13]2[CH2:15][CH2:14]2)[CH:8]=1)[CH3:2].[Br-].[F:18][C:19]1[CH:30]=[CH:29][C:22]([CH2:23][S+]2CCCC2)=[CH:21][CH:20]=1, predict the reaction product. The product is: [CH2:1]([O:3][C:4]([C@@H:5]1[C@H:23]([C:22]2[CH:29]=[CH:30][C:19]([F:18])=[CH:20][CH:21]=2)[C@H:6]1[C:7]1[CH:12]=[CH:11][N:10]=[C:9]([CH:13]2[CH2:15][CH2:14]2)[CH:8]=1)=[O:16])[CH3:2]. (3) Given the reactants Cl.Cl.[F:3][C:4]1[CH:16]=[CH:15][C:7]([CH2:8][N:9]2[CH2:14][CH2:13][NH:12][CH2:11][CH2:10]2)=[CH:6][CH:5]=1.[Cl:17][C:18]1[CH:31]=[CH:30][C:21]2[N:22]([CH2:26][C:27](O)=[O:28])[C:23](=[O:25])[O:24][C:20]=2[CH:19]=1.CCN(C(C)C)C(C)C.CN(C(ON1N=NC2C=CC=NC1=2)=[N+](C)C)C.F[P-](F)(F)(F)(F)F, predict the reaction product. The product is: [Cl:17][C:18]1[CH:31]=[CH:30][C:21]2[N:22]([CH2:26][C:27]([N:12]3[CH2:13][CH2:14][N:9]([CH2:8][C:7]4[CH:15]=[CH:16][C:4]([F:3])=[CH:5][CH:6]=4)[CH2:10][CH2:11]3)=[O:28])[C:23](=[O:25])[O:24][C:20]=2[CH:19]=1. (4) Given the reactants Cl.[Cl:2][C:3]1[N:4]=[C:5]([C:12]2[CH:13]=[N:14][CH:15]=[CH:16][CH:17]=2)[S:6][C:7]=1[NH:8][CH:9]1[CH2:11][CH2:10]1.[CH3:18][S:19][CH2:20][CH2:21][C:22](Cl)=[O:23].C([O-])(O)=O.[Na+], predict the reaction product. The product is: [Cl:2][C:3]1[N:4]=[C:5]([C:12]2[CH:13]=[N:14][CH:15]=[CH:16][CH:17]=2)[S:6][C:7]=1[N:8]([CH:9]1[CH2:11][CH2:10]1)[C:22](=[O:23])[CH2:21][CH2:20][S:19][CH3:18]. (5) The product is: [Cl:23][C:24]1[CH:25]=[C:26]([CH:34]=[C:35]([CH2:37][S:38](=[O:49])(=[O:50])[NH:39][C:40]2[N:41]=[N:42][C:43]([Cl:48])=[CH:44][C:45]=2[OH:46])[CH:36]=1)[C:27]([N:29]([CH2:30][CH3:31])[CH2:32][CH3:33])=[O:28]. Given the reactants ClC1N=NC(NS(CC2C=C(C#N)C=CC=2Cl)(=O)=O)=C(O)C=1.[Cl:23][C:24]1[CH:25]=[C:26]([CH:34]=[C:35]([CH2:37][S:38](=[O:50])(=[O:49])[NH:39][C:40]2[N:41]=[N:42][C:43]([Cl:48])=[CH:44][C:45]=2[O:46]C)[CH:36]=1)[C:27]([N:29]([CH2:32][CH3:33])[CH2:30][CH3:31])=[O:28].ClC1N=NC(NS(CC2C=C(C#N)C=CC=2Cl)(=O)=O)=C(OC)C=1, predict the reaction product. (6) Given the reactants Cl.[CH3:2][N:3]([CH3:12])[C:4]([C@@H:6]1[CH2:10][C@@H:9]([OH:11])[CH2:8][NH:7]1)=[O:5].[S:13]1[C:17]2[CH:18]=[CH:19][CH:20]=[CH:21][C:16]=2[N:15]=[C:14]1[C:22]1(Cl)[C:30]2[C:25](=[CH:26][CH:27]=[C:28]([Cl:31])[CH:29]=2)[NH:24][C:23]1=[O:32].C1COCC1.CCN(C(C)C)C(C)C, predict the reaction product. The product is: [CH3:2][N:3]([CH3:12])[C:4]([C@@H:6]1[CH2:10][C@@H:9]([OH:11])[CH2:8][N:7]1[C:22]1([C:14]2[S:13][C:17]3[CH:18]=[CH:19][CH:20]=[CH:21][C:16]=3[N:15]=2)[C:30]2[C:25](=[CH:26][CH:27]=[C:28]([Cl:31])[CH:29]=2)[NH:24][C:23]1=[O:32])=[O:5]. (7) Given the reactants [CH2:1]([NH:8][CH2:9][CH2:10][CH2:11]O)[C:2]1[CH:7]=[CH:6][CH:5]=[CH:4][CH:3]=1.[CH2:13]([CH:15]1[O:17][CH2:16]1)[Cl:14], predict the reaction product. The product is: [CH2:1]([N:8]1[CH2:9][CH2:10][CH2:11][CH2:16][O:17][CH:15]1[CH2:13][Cl:14])[C:2]1[CH:3]=[CH:4][CH:5]=[CH:6][CH:7]=1. (8) Given the reactants [CH:1]1([N:7]2[C:12](=[O:13])[C:11]([C:14]([NH:16][CH2:17][C:18]([O:20]CC)=[O:19])=[O:15])=[C:10]([OH:23])[C:9]([C:24](OC)=[O:25])=[C:8]2[OH:28])[CH2:6][CH2:5][CH2:4][CH2:3][CH2:2]1.Cl.[NH2:30][CH2:31][C:32]1[CH:37]=[CH:36][C:35]([S:38]([NH2:41])(=[O:40])=[O:39])=[CH:34][CH:33]=1.C(N(C(C)C)CC)(C)C.[OH-].[Na+], predict the reaction product. The product is: [NH2:41][S:38]([C:35]1[CH:34]=[CH:33][C:32]([CH2:31][NH:30][C:24]([C:9]2[C:10]([OH:23])=[C:11]([C:14]([NH:16][CH2:17][C:18]([OH:20])=[O:19])=[O:15])[C:12](=[O:13])[N:7]([CH:1]3[CH2:6][CH2:5][CH2:4][CH2:3][CH2:2]3)[C:8]=2[OH:28])=[O:25])=[CH:37][CH:36]=1)(=[O:39])=[O:40]. (9) Given the reactants C(OC([N:8]([C:10]1[CH:15]=[CH:14][CH:13]=[C:12]([N:16]2[CH2:21][CH2:20][O:19][CH2:18][CH2:17]2)[CH:11]=1)[NH2:9])=O)(C)(C)C.[ClH:22], predict the reaction product. The product is: [ClH:22].[ClH:22].[ClH:22].[N:16]1([C:12]2[CH:11]=[C:10]([NH:8][NH2:9])[CH:15]=[CH:14][CH:13]=2)[CH2:17][CH2:18][O:19][CH2:20][CH2:21]1. (10) Given the reactants [C:1]([CH:3]1[CH2:8][CH2:7][N:6]([C:9]2[CH:17]=[CH:16][C:12]([C:13](O)=[O:14])=[CH:11][C:10]=2[C:18]([F:21])([F:20])[F:19])[CH2:5][CH2:4]1)#[N:2].[CH3:22][O:23][C:24]1[CH:25]=[C:26]([CH:28]=[CH:29][CH:30]=1)[NH2:27], predict the reaction product. The product is: [C:1]([CH:3]1[CH2:4][CH2:5][N:6]([C:9]2[CH:17]=[CH:16][C:12]([C:13]([NH:27][C:26]3[CH:28]=[CH:29][CH:30]=[C:24]([O:23][CH3:22])[CH:25]=3)=[O:14])=[CH:11][C:10]=2[C:18]([F:20])([F:21])[F:19])[CH2:7][CH2:8]1)#[N:2].